This data is from Reaction yield outcomes from USPTO patents with 853,638 reactions. The task is: Predict the reaction yield, written as a fraction of the theoretical maximum amount of product (1.0 means a 100% yield; for example, 0.34 means a 34% yield). The yield is 0.870. The product is [CH2:13]([NH:1][C:2]1[CH:3]=[CH:4][C:5]([OH:12])=[C:6]([CH:11]=1)[C:7]([O:9][CH3:10])=[O:8])[C:14]1[CH:19]=[CH:18][CH:17]=[CH:16][CH:15]=1. The reactants are [NH2:1][C:2]1[CH:11]=[C:6]([C:7]([O:9][CH3:10])=[O:8])[C:5]([OH:12])=[CH:4][CH:3]=1.[CH:13](=O)[C:14]1[CH:19]=[CH:18][CH:17]=[CH:16][CH:15]=1.CC(O)=O.[BH3-]C#N.[Na+]. The catalyst is CO.